Dataset: Catalyst prediction with 721,799 reactions and 888 catalyst types from USPTO. Task: Predict which catalyst facilitates the given reaction. (1) Reactant: [OH:1][C:2]1[C:7]([C:8]([O:10][CH2:11][CH3:12])=[O:9])=[CH:6][N:5]=[C:4]2[C:13]([CH3:16])=[CH:14][S:15][C:3]=12.[CH3:17]N(C=O)C.C(=O)([O-])[O-].[K+].[K+].IC. Product: [CH3:16][C:13]1[C:4]2[N:5]([CH3:17])[CH:6]=[C:7]([C:8]([O:10][CH2:11][CH3:12])=[O:9])[C:2](=[O:1])[C:3]=2[S:15][CH:14]=1. The catalyst class is: 6. (2) The catalyst class is: 81. Reactant: [CH3:1][C:2]1([OH:8])[CH2:7][CH2:6][O:5][CH2:4][CH2:3]1.C(OC(C)C)(C)C.[C:16]([O:21][CH2:22][CH2:23][N:24]=[C:25]=[O:26])(=[O:20])[C:17]([CH3:19])=[CH2:18].CS(O)(=O)=O.C([O-])(O)=O.[Na+]. Product: [C:16]([O:21][CH2:22][CH2:23][NH:24][C:25](=[O:26])[O:8][C:2]1([CH3:1])[CH2:7][CH2:6][O:5][CH2:4][CH2:3]1)(=[O:20])[C:17]([CH3:19])=[CH2:18]. (3) Reactant: [Br:1][C:2]1[CH:3]=[C:4]2[C:10]([C:11]3[CH:18]=[CH:17][C:14]([C:15]#[N:16])=[CH:13][CH:12]=3)=[C:9]([C:19]3[CH:24]=[CH:23][CH:22]=[CH:21][CH:20]=3)[NH:8][C:5]2=[N:6][CH:7]=1.O1CCCC1.[H-].[Al+3].[Li+].[H-].[H-].[H-].Cl. Product: [Br:1][C:2]1[CH:3]=[C:4]2[C:10]([C:11]3[CH:12]=[CH:13][C:14]([CH2:15][NH2:16])=[CH:17][CH:18]=3)=[C:9]([C:19]3[CH:20]=[CH:21][CH:22]=[CH:23][CH:24]=3)[NH:8][C:5]2=[N:6][CH:7]=1. The catalyst class is: 5. (4) Reactant: [F:1][C:2]([F:7])([F:6])[C:3]([OH:5])=[O:4].[C:8]([N:11]1[C:20]2[C:15](=[CH:16][C:17]([C:21]3[N:22]=[CH:23][N:24]([CH2:26][CH2:27][C:28]([O:30]C(C)(C)C)=[O:29])[CH:25]=3)=[CH:18][CH:19]=2)[C@H:14]([NH:35][C:36]([O:38][CH:39]([CH3:41])[CH3:40])=[O:37])[CH2:13][C@@H:12]1[CH3:42])(=[O:10])[CH3:9]. Product: [F:1][C:2]([F:7])([F:6])[C:3]([OH:5])=[O:4].[C:8]([N:11]1[C:20]2[C:15](=[CH:16][C:17]([C:21]3[N:22]=[CH:23][N:24]([CH2:26][CH2:27][C:28]([OH:30])=[O:29])[CH:25]=3)=[CH:18][CH:19]=2)[C@H:14]([NH:35][C:36]([O:38][CH:39]([CH3:41])[CH3:40])=[O:37])[CH2:13][C@@H:12]1[CH3:42])(=[O:10])[CH3:9]. The catalyst class is: 2. (5) Reactant: [F:1][C:2]1[CH:3]=[C:4]([C:8]2[CH:17]=[C:16]3[C:11]([CH2:12][CH2:13][CH2:14][C:15]3=[N:18][C:19]3[CH:20]=[C:21]([CH:30]=[CH:31][CH:32]=3)[O:22][CH2:23][C:24]([O:26][CH:27]([CH3:29])[CH3:28])=[O:25])=[CH:10][CH:9]=2)[CH:5]=[CH:6][CH:7]=1.[B-](OC(C)=O)(OC(C)=O)OC(C)=O.[Na+]. Product: [F:1][C:2]1[CH:3]=[C:4]([C:8]2[CH:17]=[C:16]3[C:11]([CH2:12][CH2:13][CH2:14][CH:15]3[NH:18][C:19]3[CH:20]=[C:21]([CH:30]=[CH:31][CH:32]=3)[O:22][CH2:23][C:24]([O:26][CH:27]([CH3:28])[CH3:29])=[O:25])=[CH:10][CH:9]=2)[CH:5]=[CH:6][CH:7]=1. The catalyst class is: 5.